The task is: Predict the reaction yield, written as a fraction of the theoretical maximum amount of product (1.0 means a 100% yield; for example, 0.34 means a 34% yield).. This data is from Reaction yield outcomes from USPTO patents with 853,638 reactions. (1) The reactants are [C:1](Cl)([C:14]1[CH:19]=[CH:18][CH:17]=[CH:16][CH:15]=1)([C:8]1[CH:13]=[CH:12][CH:11]=[CH:10][CH:9]=1)[C:2]1[CH:7]=[CH:6][CH:5]=[CH:4][CH:3]=1.C(N(CC)C(C)C)(C)C.[Si]([O:37][C:38]1[CH:43]=[CH:42][C:41]([C:44]2[N:48]([CH:49]3[CH2:54][CH2:53][CH2:52][CH2:51][CH2:50]3)[C:47]3[CH:55]=[CH:56][C:57]([C:59]4[NH:63][N:62]=[N:61][N:60]=4)=[CH:58][C:46]=3[N:45]=2)=[CH:40][CH:39]=1)(C(C)(C)C)(C)C.C(OCC)(=O)C. The catalyst is CN(C=O)C.O. The product is [OH:37][C:38]1[CH:39]=[CH:40][C:41]([C:44]2[N:48]([CH:49]3[CH2:54][CH2:53][CH2:52][CH2:51][CH2:50]3)[C:47]3[CH:55]=[CH:56][C:57]([C:59]4[N:60]=[N:61][N:62]([C:1]([C:14]5[CH:19]=[CH:18][CH:17]=[CH:16][CH:15]=5)([C:8]5[CH:13]=[CH:12][CH:11]=[CH:10][CH:9]=5)[C:2]5[CH:7]=[CH:6][CH:5]=[CH:4][CH:3]=5)[N:63]=4)=[CH:58][C:46]=3[N:45]=2)=[CH:42][CH:43]=1. The yield is 0.810. (2) The reactants are [CH3:1][CH2:2][C:3]1[CH:4]=[CH:5][C:6]([C:9]([CH:11]([CH2:13][N:14]2[CH2:19][CH2:18][CH2:17][CH2:16][CH2:15]2)[CH3:12])=[O:10])=[CH:7][CH:8]=1.C/C(/C=C1/C(N(CC(O)=O)C(S/1)=S)=O)=C\C1C=CC=CC=1.Cl.C(OCC)C.[C:47]([OH:54])(=[O:53])/[CH:48]=[CH:49]\[C:50]([OH:52])=[O:51]. The catalyst is O1CCCC1. The product is [CH3:1][CH2:2][C:3]1[CH:8]=[CH:7][C:6]([C:9]([CH:11]([CH2:13][N:14]2[CH2:19][CH2:18][CH2:17][CH2:16][CH2:15]2)[CH3:12])=[O:10])=[CH:5][CH:4]=1.[C:47]([O-:54])(=[O:53])/[CH:48]=[CH:49]\[C:50]([O-:52])=[O:51]. The yield is 0.780. (3) The reactants are [C:1]([Cl:12])(=[O:11])[C:2]1[CH:10]=[CH:9][CH:8]=[C:4]([C:5]([Cl:7])=[O:6])[CH:3]=1.[C:13]1([NH2:20])[CH:18]=[CH:17][CH:16]=[C:15](N)[CH:14]=1.[Li+].[Cl-].C[C:24]([N:26](C)C)=O. No catalyst specified. The product is [NH2:20][C:13]1[CH:14]=[CH:15][C:16]([CH2:24][NH2:26])=[CH:17][CH:18]=1.[C:5]([Cl:7])(=[O:6])[C:4]1[CH:8]=[CH:9][CH:10]=[C:2]([C:1]([Cl:12])=[O:11])[CH:3]=1. The yield is 0.740. (4) The reactants are I[C:2]1[C:10]2[C:5](=[CH:6][C:7]([C@H:11]3[C@@:13]4([C:21]5[C:16](=[CH:17][CH:18]=[CH:19][CH:20]=5)[NH:15][C:14]4=[O:22])[CH2:12]3)=[CH:8][CH:9]=2)[NH:4][N:3]=1.CC1(C)C(C)(C)OB(/[CH:31]=[CH:32]/[C:33]2[CH:34]=[CH:35][C:36]3[O:42][CH2:41][CH2:40][N:39](C(OC(C)(C)C)=O)[CH2:38][C:37]=3[CH:50]=2)O1.[C:52]([OH:58])([C:54]([F:57])([F:56])[F:55])=[O:53]. The catalyst is C(Cl)Cl. The product is [F:55][C:54]([F:57])([F:56])[C:52]([OH:58])=[O:53].[O:42]1[C:36]2[CH:35]=[CH:34][C:33](/[CH:32]=[CH:31]/[C:2]3[C:10]4[C:5](=[CH:6][C:7]([C@H:11]5[C@@:13]6([C:21]7[C:16](=[CH:17][CH:18]=[CH:19][CH:20]=7)[NH:15][C:14]6=[O:22])[CH2:12]5)=[CH:8][CH:9]=4)[NH:4][N:3]=3)=[CH:50][C:37]=2[CH2:38][NH:39][CH2:40][CH2:41]1. The yield is 0.300. (5) The reactants are [F:1][C:2]([F:7])([F:6])[C:3]([OH:5])=[O:4].[Cl:8][C:9]1[CH:10]=[C:11]2[C:15](=[C:16]([C:18]3[N:23]=[CH:22][N:21]=[C:20]([OH:24])[CH:19]=3)[CH:17]=1)[N:14]([CH2:25][CH2:26][OH:27])[N:13]=[CH:12]2.N[C@@H:29]1[C:45]2[CH:46]=[C:41]([CH:42]=[CH:43][N:44]=2)[C:40]2[N:39]([CH:47]([F:49])[F:48])[N:38]=[CH:37][C:36]=2[NH:35][C:34](=[O:50])[C@H:33]([CH3:51])[CH2:32][CH2:31][CH2:30]1. No catalyst specified. The product is [F:1][C:2]([F:7])([F:6])[C:3]([OH:5])=[O:4].[Cl:8][C:9]1[CH:10]=[C:11]2[C:15](=[C:16]([C:18]3[N:23]=[CH:22][N:21]([C@@H:29]4[C:45]5[CH:46]=[C:41]([CH:42]=[CH:43][N:44]=5)[C:40]5[N:39]([CH:47]([F:48])[F:49])[N:38]=[CH:37][C:36]=5[NH:35][C:34](=[O:50])[C@H:33]([CH3:51])[CH2:32][CH2:31][CH2:30]4)[C:20](=[O:24])[CH:19]=3)[CH:17]=1)[N:14]([CH2:25][CH2:26][OH:27])[N:13]=[CH:12]2. The yield is 0.290. (6) The reactants are [NH:1]1[CH:5]=[CH:4][N:3]=[C:2]1[NH:6][C:7]([C:9]1[C:17]2[N:16]=[C:15]([NH:18][C:19]([C:21]3[CH:22]=[N:23][CH:24]=[C:25]([C:27]#[C:28][C:29]4[CH:34]=[CH:33][CH:32]=[CH:31][CH:30]=4)[CH:26]=3)=[O:20])[NH:14][C:13]=2[CH:12]=[CH:11][CH:10]=1)=[O:8]. The catalyst is CO.C(O)(=O)C.[Pd]. The product is [NH:3]1[CH:4]=[CH:5][N:1]=[C:2]1[NH:6][C:7]([C:9]1[C:17]2[N:16]=[C:15]([NH:18][C:19]([C:21]3[CH:22]=[N:23][CH:24]=[C:25]([CH2:27][CH2:28][C:29]4[CH:34]=[CH:33][CH:32]=[CH:31][CH:30]=4)[CH:26]=3)=[O:20])[NH:14][C:13]=2[CH:12]=[CH:11][CH:10]=1)=[O:8]. The yield is 0.880. (7) The reactants are C([O:3][C:4](=[O:22])[CH2:5][CH:6]1[CH2:11][CH2:10][N:9]([C:12]2[C:17]([N+:18]([O-:20])=[O:19])=[CH:16][C:15]([Br:21])=[CH:14][N:13]=2)[CH2:8][CH2:7]1)C.O.[OH-].[Na+].Cl. The catalyst is CO. The product is [Br:21][C:15]1[CH:16]=[C:17]([N+:18]([O-:20])=[O:19])[C:12]([N:9]2[CH2:8][CH2:7][CH:6]([CH2:5][C:4]([OH:22])=[O:3])[CH2:11][CH2:10]2)=[N:13][CH:14]=1. The yield is 0.757.